Dataset: Forward reaction prediction with 1.9M reactions from USPTO patents (1976-2016). Task: Predict the product of the given reaction. (1) Given the reactants Cl.[F:2][C:3]([F:20])([F:19])[C:4]1[C:12]2[N:11]=[C:10]([CH2:13][NH2:14])[NH:9][C:8]=2[CH:7]=[C:6]([C:15]([F:18])([F:17])[F:16])[CH:5]=1.CCN(C(C)C)C(C)C.[CH3:30][S:31](Cl)(=[O:33])=[O:32], predict the reaction product. The product is: [F:18][C:15]([F:16])([F:17])[C:6]1[CH:5]=[C:4]([C:3]([F:2])([F:19])[F:20])[C:12]2[NH:11][C:10]([CH2:13][NH:14][S:31]([CH3:30])(=[O:33])=[O:32])=[N:9][C:8]=2[CH:7]=1. (2) The product is: [CH3:1][C:2]1[S:6][C:5]2[CH:7]=[C:8]([C:31]#[C:30][CH2:29][OH:32])[CH:9]=[CH:10][C:4]=2[C:3]=1[C:19]1[CH:24]=[CH:23][C:22]([C:25]([F:26])([F:27])[F:28])=[CH:21][CH:20]=1. Given the reactants [CH3:1][C:2]1[S:6][C:5]2[CH:7]=[C:8](OS(C(F)(F)F)(=O)=O)[CH:9]=[CH:10][C:4]=2[C:3]=1[C:19]1[CH:24]=[CH:23][C:22]([C:25]([F:28])([F:27])[F:26])=[CH:21][CH:20]=1.[CH2:29]([OH:32])[C:30]#[CH:31], predict the reaction product. (3) Given the reactants C(OC([N:8]1[CH2:13][C@@H:12]2[CH2:14][C@H:9]1[C:10](=[O:15])[O:11]2)=O)(C)(C)C.[CH3:16][S:17]([OH:20])(=[O:19])=[O:18], predict the reaction product. The product is: [CH3:16][S:17]([O-:20])(=[O:19])=[O:18].[O:15]=[C:10]1[C@@H:9]2[CH2:14][C@@H:12]([CH2:13][NH2+:8]2)[O:11]1. (4) Given the reactants [CH3:1][CH2:2][CH2:3][C:4](=[O:8])[CH2:5][CH2:6][CH3:7].[N:9]1([CH2:15][CH2:16][CH2:17][O:18][C:19]2[CH:24]=[CH:23][C:22]([Mg]Br)=[CH:21][CH:20]=2)[CH2:14][CH2:13][CH2:12][CH2:11][CH2:10]1, predict the reaction product. The product is: [OH:8][C:4]([C:22]1[CH:23]=[CH:24][C:19]([O:18][CH2:17][CH2:16][CH2:15][N:9]2[CH2:14][CH2:13][CH2:12][CH2:11][CH2:10]2)=[CH:20][CH:21]=1)([CH2:5][CH2:6][CH3:7])[CH2:3][CH2:2][CH3:1]. (5) Given the reactants [C:1]([O:5][C:6]([N:8]([CH2:25][CH:26]([F:28])[F:27])[C:9]1[CH:14]=[C:13]([C:15]2[O:16][CH:17]=[C:18]([C:20]([O:22]CC)=[O:21])[N:19]=2)[CH:12]=[CH:11][N:10]=1)=[O:7])([CH3:4])([CH3:3])[CH3:2].[OH-].[Na+].Cl, predict the reaction product. The product is: [C:1]([O:5][C:6]([N:8]([CH2:25][CH:26]([F:28])[F:27])[C:9]1[CH:14]=[C:13]([C:15]2[O:16][CH:17]=[C:18]([C:20]([OH:22])=[O:21])[N:19]=2)[CH:12]=[CH:11][N:10]=1)=[O:7])([CH3:4])([CH3:2])[CH3:3]. (6) Given the reactants [C:1]([NH:5][C:6]([C:8]1[CH:9]=[C:10]([C:17]2[N:21]([CH2:22][CH:23]3[CH2:28][CH2:27][CH2:26][CH2:25][CH2:24]3)[C:20]([CH3:29])=[C:19]([C:30](O)=[O:31])[CH:18]=2)[N:11]2[C:16]=1[CH:15]=[CH:14][CH:13]=[CH:12]2)=[O:7])([CH3:4])([CH3:3])[CH3:2].CN(C(ON1N=NC2C=CC=NC1=2)=[N+](C)C)C.F[P-](F)(F)(F)(F)F.CCN(C(C)C)C(C)C.[NH2:66][CH:67]1[CH2:72][CH2:71][O:70][CH2:69][CH2:68]1, predict the reaction product. The product is: [C:1]([NH:5][C:6]([C:8]1[CH:9]=[C:10]([C:17]2[N:21]([CH2:22][CH:23]3[CH2:24][CH2:25][CH2:26][CH2:27][CH2:28]3)[C:20]([CH3:29])=[C:19]([C:30](=[O:31])[NH:66][CH:67]3[CH2:72][CH2:71][O:70][CH2:69][CH2:68]3)[CH:18]=2)[N:11]2[C:16]=1[CH:15]=[CH:14][CH:13]=[CH:12]2)=[O:7])([CH3:4])([CH3:2])[CH3:3].